Dataset: Reaction yield outcomes from USPTO patents with 853,638 reactions. Task: Predict the reaction yield, written as a fraction of the theoretical maximum amount of product (1.0 means a 100% yield; for example, 0.34 means a 34% yield). The reactants are [CH3:1][C:2]([O:4][C@H:5]1[C:14]2[C@@:15]3([CH3:30])[C@@H:26]([CH2:27][O:28][CH3:29])[O:25][C:23](=[O:24])[C:17]4=[CH:18][O:19][C:20]([C:21](=[O:22])[C:13]=2[C@@H:8]2[CH2:9][CH2:10][C:11](=[O:12])[C@@:7]2([CH3:31])[CH2:6]1)=[C:16]34)=[O:3].[CH2:32]([NH:35][CH2:36][CH:37]=[CH2:38])[CH:33]=[CH2:34]. The catalyst is C(Cl)Cl. The product is [CH3:1][C:2]([O:4][C@H:5]1[C:14]2[C@:15]3([CH3:30])[C:16](=[C:20]([OH:19])[C:21](=[O:22])[C:13]=2[C@@H:8]2[CH2:9][CH2:10][C:11](=[O:12])[C@@:7]2([CH3:31])[CH2:6]1)/[C:17](=[CH:18]\[N:35]([CH2:36][CH:37]=[CH2:38])[CH2:32][CH:33]=[CH2:34])/[C:23](=[O:24])[O:25][C@@H:26]3[CH2:27][O:28][CH3:29])=[O:3]. The yield is 0.680.